Dataset: NCI-60 drug combinations with 297,098 pairs across 59 cell lines. Task: Regression. Given two drug SMILES strings and cell line genomic features, predict the synergy score measuring deviation from expected non-interaction effect. Drug 1: CNC(=O)C1=CC=CC=C1SC2=CC3=C(C=C2)C(=NN3)C=CC4=CC=CC=N4. Drug 2: C1=NNC2=C1C(=O)NC=N2. Cell line: 786-0. Synergy scores: CSS=1.77, Synergy_ZIP=0.733, Synergy_Bliss=1.87, Synergy_Loewe=1.89, Synergy_HSA=1.50.